From a dataset of Reaction yield outcomes from USPTO patents with 853,638 reactions. Predict the reaction yield, written as a fraction of the theoretical maximum amount of product (1.0 means a 100% yield; for example, 0.34 means a 34% yield). (1) The reactants are C[O:2][C:3](=O)[CH2:4][C:5]([NH:7][C:8]1[CH:13]=[CH:12][C:11]([S:14][CH2:15][C:16]2[CH:21]=[CH:20][CH:19]=[C:18]([F:22])[CH:17]=2)=[CH:10][CH:9]=1)=[O:6].[OH-].[NH4+:25]. No catalyst specified. The product is [F:22][C:18]1[CH:17]=[C:16]([CH:21]=[CH:20][CH:19]=1)[CH2:15][S:14][C:11]1[CH:12]=[CH:13][C:8]([NH:7][C:5](=[O:6])[CH2:4][C:3]([NH2:25])=[O:2])=[CH:9][CH:10]=1. The yield is 0.470. (2) The yield is 0.310. The catalyst is C(OCC)(=O)C.O1CCCC1.C(=O)([O-])O.[Na+]. The product is [ClH:4].[ClH:4].[ClH:4].[NH2:24][CH2:23][CH2:22][CH2:21][O:20][C:18]1[CH:19]=[C:11]([C:6]2[C:5]([Cl:4])=[CH:10][CH:9]=[CH:8][N:7]=2)[CH:12]=[C:13]2[C:17]=1[NH:16][N:15]=[C:14]2[NH:35][C:36]1[S:37][CH:38]=[CH:39][N:40]=1. The reactants are C(O)C.[Cl:4][C:5]1[C:6]([C:11]2[CH:12]=[C:13]3[C:17](=[C:18]([O:20][CH2:21][CH2:22][CH2:23][N:24]4C(=O)C5C(=CC=CC=5)C4=O)[CH:19]=2)[NH:16][N:15]=[C:14]3[NH:35][C:36]2[S:37][CH:38]=[CH:39][N:40]=2)=[N:7][CH:8]=[CH:9][CH:10]=1.O.NN.